Dataset: Antibody developability classification from SAbDab with 2,409 antibodies. Task: Regression/Classification. Given an antibody's heavy chain and light chain sequences, predict its developability. TAP uses regression for 5 developability metrics; SAbDab uses binary classification. (1) The antibody is ['DVQLQQSGPGLVAPSQSLSITCTVSGFSLTDYGVNWVRQSPGKGLEWLGVIWGDGITDYNSALKSRLSVTKDNSKSQVFLKMNSLQSGDSARYYCVTGLFDYWGQGTTLTVSS', 'DAVVTQESALTTSPGETVTLTCRSSTGAVTTSNYASWVQEKPDHLFTGLIGGTNNRAPGVPARFSGSLIGDKAALTITGAQTEDEAIYFCALWYSNHWVFGGGTKLTVL']. Result: 0 (not developable). (2) The antibody is ['QVQLQQSGPELVKPGASVKMSCKASGYTFTDYVIGWVKQRTGQGLEWIGEIYPGSGTTYYNEKFKDKATLTADKSSNTAYMQLSSLTSEDSAVYFCARGEDGYYIALDYWGQGTTVTVSS', 'DIELTQSPASLSASVGETVTITCRASGNIHNYLAWYQQKQGKSPQLLVYKAQTLADGVPSRFSGSGSGTQYSLKINSLQPEDFGSYYCQHFWSTPPWTFGGGTKLEIK']. Result: 1 (developable). (3) The antibody is ['QIQLVQSGPELKKPGETVKISCKASGYTFTNYGMNWVKQAPGKGLEWMGWINTNTGEPTYGEEFKGRFAFSLETSASTANLQINNLKNEDKATFFCARGEDNFGSLSDYWGQGTTLTVSS', 'DIVMTQSPKFMSTSVGDRVTITCKASQDVSTAVVWYQQKPGQSPKLLIYWASTRHIGVPDRFAGSGSGTDYTLTISSVQAEDLALYYCQQHYSPPWTFGGGTKLEIK']. Result: 0 (not developable).